From a dataset of Catalyst prediction with 721,799 reactions and 888 catalyst types from USPTO. Predict which catalyst facilitates the given reaction. (1) Reactant: [F:1][CH2:2][CH2:3][N:4]1[CH2:9][CH:8]=[C:7]([C:10]2[CH:15]=[CH:14][C:13]([N+:16]([O-])=O)=[C:12]([O:19][CH3:20])[CH:11]=2)[CH2:6][CH2:5]1. Product: [F:1][CH2:2][CH2:3][N:4]1[CH2:9][CH2:8][CH:7]([C:10]2[CH:15]=[CH:14][C:13]([NH2:16])=[C:12]([O:19][CH3:20])[CH:11]=2)[CH2:6][CH2:5]1. The catalyst class is: 99. (2) Reactant: [Cl:1][C:2]1[CH:3]=[CH:4][C:5]([C:8]2[CH:9]=[C:10]([CH:14]=[C:15]([C:17]([CH3:19])=[CH2:18])[CH:16]=2)[C:11]([OH:13])=[O:12])=[N:6][CH:7]=1.CS(O)(=O)=[O:22].C(=O)([O-])[O-].[Na+].[Na+]. Product: [Cl:1][C:2]1[CH:3]=[CH:4][C:5]([C:8]2[CH:9]=[C:10]([CH:14]=[C:15]([C:17]([OH:22])([CH3:19])[CH3:18])[CH:16]=2)[C:11]([OH:13])=[O:12])=[N:6][CH:7]=1. The catalyst class is: 6. (3) Reactant: Cl.[NH2:2][CH2:3][CH2:4][C:5]1[C:13]2[C:8](=[CH:9][CH:10]=[C:11]([O:14][CH3:15])[CH:12]=2)[NH:7][C:6]=1[C:16]([NH:18][CH3:19])=[O:17].C(N(C(C)C)CC)(C)C.[C:29](Cl)(=[O:32])[CH2:30][CH3:31]. Product: [CH3:15][O:14][C:11]1[CH:12]=[C:13]2[C:8](=[CH:9][CH:10]=1)[NH:7][C:6]([C:16]([NH:18][CH3:19])=[O:17])=[C:5]2[CH2:4][CH2:3][NH:2][C:29](=[O:32])[CH2:30][CH3:31]. The catalyst class is: 4. (4) Reactant: C([O:3][C:4]([C:6]1[CH:7]=[N:8][N:9]([C@H:15]2[CH2:20][CH2:19][C@@H:18]([OH:21])[CH2:17][CH2:16]2)[C:10]=1[C:11]([F:14])([F:13])[F:12])=[O:5])C.[OH-].[Li+].O. Product: [OH:21][C@@H:18]1[CH2:19][CH2:20][C@H:15]([N:9]2[C:10]([C:11]([F:12])([F:13])[F:14])=[C:6]([C:4]([OH:5])=[O:3])[CH:7]=[N:8]2)[CH2:16][CH2:17]1. The catalyst class is: 5.